From a dataset of Full USPTO retrosynthesis dataset with 1.9M reactions from patents (1976-2016). Predict the reactants needed to synthesize the given product. (1) Given the product [Cl:61][C:59]1[CH:60]=[C:55]([C:42]2[CH:43]=[C:44]3[C:39](=[C:40]([OH:63])[CH:41]=2)[N:38]=[C:37]([C:35]([OH:36])=[O:34])[CH:46]=[C:45]3[OH:47])[CH:56]=[C:57]([Cl:62])[CH:58]=1, predict the reactants needed to synthesize it. The reactants are: COC(=O)C(NC1C=C(Cl)C=C(Cl)C=1OCC1C=CC=CC=1)=CC([O-])=O.C([O:34][C:35]([C:37]1[CH:46]=[C:45]([O:47]CC2C=CC=CC=2)[C:44]2[C:39](=[C:40]([O:63]CC3C=CC=CC=3)[CH:41]=[C:42]([C:55]3[CH:60]=[C:59]([Cl:61])[CH:58]=[C:57]([Cl:62])[CH:56]=3)[CH:43]=2)[N:38]=1)=[O:36])C1C=CC=CC=1. (2) Given the product [CH3:17][O:18][C:19](=[O:39])[CH2:20][CH2:21][C:22]1[CH:27]=[CH:26][C:25]([O:28][CH2:29][CH2:30][C@@H:31]([O:8][C:5]2[CH:6]=[CH:7][C:2]([Cl:1])=[CH:3][C:4]=2[O:9][C:10]2[CH:15]=[CH:14][CH:13]=[CH:12][C:11]=2[F:16])[CH3:32])=[CH:24][C:23]=1[CH3:38], predict the reactants needed to synthesize it. The reactants are: [Cl:1][C:2]1[CH:7]=[CH:6][C:5]([OH:8])=[C:4]([O:9][C:10]2[CH:15]=[CH:14][CH:13]=[CH:12][C:11]=2[F:16])[CH:3]=1.[CH3:17][O:18][C:19](=[O:39])[CH2:20][CH2:21][C:22]1[CH:27]=[CH:26][C:25]([O:28][CH2:29][CH2:30][CH:31](OS(C)(=O)=O)[CH3:32])=[CH:24][C:23]=1[CH3:38]. (3) Given the product [CH2:1]([O:8][C:9]1[CH:14]=[CH:13][C:12]([Br:15])=[CH:11][C:10]=1[C:16]1[N:17]=[C:18]([NH2:23])[N:19]=[C:20]([NH:31][C:28]2[CH:29]=[CH:30][C:25]([Cl:24])=[CH:26][CH:27]=2)[CH:21]=1)[C:2]1[CH:7]=[CH:6][CH:5]=[CH:4][CH:3]=1, predict the reactants needed to synthesize it. The reactants are: [CH2:1]([O:8][C:9]1[CH:14]=[CH:13][C:12]([Br:15])=[CH:11][C:10]=1[C:16]1[CH:21]=[C:20](Cl)[N:19]=[C:18]([NH2:23])[N:17]=1)[C:2]1[CH:7]=[CH:6][CH:5]=[CH:4][CH:3]=1.[Cl:24][C:25]1[CH:30]=[CH:29][C:28]([NH2:31])=[CH:27][CH:26]=1. (4) Given the product [CH2:8]([C:7]1[N:15]=[C:33]([CH2:28][NH:20][C:21](=[O:27])[O:22][C:23]([CH3:26])([CH3:25])[CH3:24])[CH:32]=[CH:31][CH:6]=1)[CH2:9][CH:10]=[CH2:11], predict the reactants needed to synthesize it. The reactants are: [Li]CCCC.[CH3:6][CH2:7][CH2:8][CH2:9][CH2:10][CH3:11].C([NH:15]C(C)C)(C)C.C[N:20]([C:28]1[CH:33]=[CH:32][CH:31]=C(C)N=1)[C:21](=[O:27])[O:22][C:23]([CH3:26])([CH3:25])[CH3:24].C(Br)C=C. (5) Given the product [ClH:1].[C:66]([C:69]1[CH:93]=[CH:92][C:72]([O:73][CH2:74][C:75]2[CH:76]=[C:77]([CH:89]=[CH:90][CH:91]=2)[CH2:78][N:79]([CH3:88])[C:80]([C:82]2[N:83]([CH3:87])[CH:84]=[N:85][CH:86]=2)=[O:81])=[C:71]([C:94]([F:95])([F:96])[F:97])[C:70]=1[OH:98])(=[O:68])[CH3:67], predict the reactants needed to synthesize it. The reactants are: [ClH:1].OC1C(C(F)(F)F)=C(OCC2C=CC=C(CNC)C=2)C=CC=1C(=O)C.CN1C(C(O)=O)=CN=C1.Cl.CN(C)CCCN=C=NCC.O.ON1C2C=CC=CC=2N=N1.C(N(CC)CC)C.[C:66]([C:69]1[CH:93]=[CH:92][C:72]([O:73][CH2:74][C:75]2[CH:76]=[C:77]([CH:89]=[CH:90][CH:91]=2)[CH2:78][N:79]([CH3:88])[C:80]([C:82]2[N:83]([CH3:87])[CH:84]=[N:85][CH:86]=2)=[O:81])=[C:71]([C:94]([F:97])([F:96])[F:95])[C:70]=1[OH:98])(=[O:68])[CH3:67].Cl. (6) Given the product [N:5]1[N:6]2[C:7]3[C:8]([C:9]([OH:10])=[CH:1][C:2]2=[N:3][N:4]=1)=[CH:14][CH:15]=[CH:16][CH:17]=3, predict the reactants needed to synthesize it. The reactants are: [CH3:1][C:2]1[N:6]([C:7]2[CH:17]=[CH:16][CH:15]=[CH:14][C:8]=2[C:9](OCC)=[O:10])[N:5]=[N:4][N:3]=1.[O-]CC.[K+]. (7) Given the product [CH2:32]([N:26]1[CH2:25][CH:24]2[CH:28]([CH2:29][C:22]3[CH:21]=[CH:20][S:30][C:23]=32)[CH2:27]1)[C:13]1[CH:14]=[CH:15][CH:16]=[CH:17][CH:18]=1, predict the reactants needed to synthesize it. The reactants are: [Cl-].[Cl-].[Cl-].[In+3].Cl[SiH]([C:13]1[CH:18]=[CH:17][CH:16]=[CH:15][CH:14]=1)[C:13]1[CH:18]=[CH:17][CH:16]=[CH:15][CH:14]=1.Br[C:20]1[S:30][C:23]2[CH:24]3[CH:28]([CH2:29][C:22]=2[CH:21]=1)[CH2:27][NH:26][CH2:25]3.Cl[CH:32](Cl)C. (8) Given the product [Cl:11][C:8]1[CH:9]=[CH:10][C:5]2[N:6]([C:2]([C:13]3[O:21][C:20]4[C:15](=[N:16][CH:17]=[CH:18][CH:19]=4)[CH:14]=3)=[CH:3][N:4]=2)[N:7]=1, predict the reactants needed to synthesize it. The reactants are: Br[C:2]1[N:6]2[N:7]=[C:8]([Cl:11])[CH:9]=[CH:10][C:5]2=[N:4][CH:3]=1.[SnH3][C:13]1[O:21][C:20]2[C:15](=[N:16][CH:17]=[CH:18][CH:19]=2)[CH:14]=1. (9) Given the product [CH2:7]([O:9][C:10]1[C:11]2[B:19]([OH:20])[O:23][CH:22]([CH2:6][N+:3]([O-:5])=[O:4])[C:12]=2[CH:15]=[CH:16][C:17]=1[F:18])[CH3:8], predict the reactants needed to synthesize it. The reactants are: [OH-].[Na+].[N+:3]([CH3:6])([O-:5])=[O:4].[CH2:7]([O:9][C:10]1[C:11]([B:19]2[O:23][C:22](C)(C)C(C)(C)[O:20]2)=[C:12]([CH:15]=[CH:16][C:17]=1[F:18])C=O)[CH3:8].Cl. (10) Given the product [CH2:16]([O:23][C:24]1[CH:31]=[CH:30][C:27]([CH2:28][C:5]([CH2:1][CH2:2][CH2:3][CH3:4])([C:6]([O:8][CH2:9][CH3:10])=[O:7])[C:11]([O:13][CH2:14][CH3:15])=[O:12])=[CH:26][CH:25]=1)[C:17]1[CH:22]=[CH:21][CH:20]=[CH:19][CH:18]=1, predict the reactants needed to synthesize it. The reactants are: [CH2:1]([CH:5]([C:11]([O:13][CH2:14][CH3:15])=[O:12])[C:6]([O:8][CH2:9][CH3:10])=[O:7])[CH2:2][CH2:3][CH3:4].[CH2:16]([O:23][C:24]1[CH:31]=[CH:30][C:27]([CH2:28]Cl)=[CH:26][CH:25]=1)[C:17]1[CH:22]=[CH:21][CH:20]=[CH:19][CH:18]=1.[H-].[Na+].